This data is from Peptide-MHC class I binding affinity with 185,985 pairs from IEDB/IMGT. The task is: Regression. Given a peptide amino acid sequence and an MHC pseudo amino acid sequence, predict their binding affinity value. This is MHC class I binding data. (1) The peptide sequence is TAFTIPSI. The MHC is HLA-B40:01 with pseudo-sequence HLA-B40:01. The binding affinity (normalized) is 0. (2) The peptide sequence is LMQWWSDYV. The MHC is HLA-B07:02 with pseudo-sequence HLA-B07:02. The binding affinity (normalized) is 0.0847. (3) The peptide sequence is GSKYRGLPK. The MHC is HLA-A03:01 with pseudo-sequence HLA-A03:01. The binding affinity (normalized) is 0.686.